Task: Predict the product of the given reaction.. Dataset: Forward reaction prediction with 1.9M reactions from USPTO patents (1976-2016) (1) Given the reactants [Cl:1][C:2]1[CH:9]=[CH:8][C:5]([CH:6]=O)=[CH:4][CH:3]=1.[C:10]([O:16][CH2:17][CH3:18])(=[O:15])[CH2:11]C([O-])=O.C([O-])(=O)C.[NH4+:23].Cl, predict the reaction product. The product is: [NH2:23][CH:6]([C:5]1[CH:8]=[CH:9][C:2]([Cl:1])=[CH:3][CH:4]=1)[CH2:11][C:10]([O:16][CH2:17][CH3:18])=[O:15]. (2) Given the reactants [F:1][C:2]1[CH:7]=[CH:6][C:5]([C:8]2[CH:13]=[CH:12][N:11]=[CH:10][C:9]=2[NH:14][CH3:15])=[C:4]([O:16][CH3:17])[CH:3]=1.[F:18][C:19]1[CH:20]=[C:21]([CH:25]=[C:26]([C:28]([F:31])([F:30])[F:29])[CH:27]=1)[C:22](Cl)=[O:23], predict the reaction product. The product is: [F:18][C:19]1[CH:20]=[C:21]([CH:25]=[C:26]([C:28]([F:31])([F:30])[F:29])[CH:27]=1)[C:22]([N:14]([C:9]1[CH:10]=[N:11][CH:12]=[CH:13][C:8]=1[C:5]1[CH:6]=[CH:7][C:2]([F:1])=[CH:3][C:4]=1[O:16][CH3:17])[CH3:15])=[O:23]. (3) Given the reactants O[C:2]12[NH:10][N:9]=[C:8]([C:11]([F:14])([F:13])[F:12])[CH:7]1[CH2:6][CH2:5][N:4]([C:15]([O:17][C:18]([CH3:21])([CH3:20])[CH3:19])=[O:16])[CH2:3]2.C(=O)([O-])[O-].[K+].[K+].Br[CH2:29][C:30]([O:32][CH2:33][CH3:34])=[O:31], predict the reaction product. The product is: [CH2:33]([O:32][C:30](=[O:31])[CH2:29][N:10]1[C:2]2[CH2:3][N:4]([C:15]([O:17][C:18]([CH3:21])([CH3:20])[CH3:19])=[O:16])[CH2:5][CH2:6][C:7]=2[C:8]([C:11]([F:14])([F:13])[F:12])=[N:9]1)[CH3:34]. (4) Given the reactants [OH:1][C:2]1[CH:11]=[CH:10][CH:9]=[CH:8][C:3]=1[C:4]([NH:6][NH2:7])=[O:5].[F:12][C:13]([F:25])([F:24])[C:14](=O)[CH2:15][C:16]([C:18]1[O:19][CH:20]=[CH:21][CH:22]=1)=[O:17].C(O)C, predict the reaction product. The product is: [OH:1][C:2]1[CH:11]=[CH:10][CH:9]=[CH:8][C:3]=1[C:4]([NH:6][N:7]=[C:14]([CH2:15][C:16]([C:18]1[O:19][CH:20]=[CH:21][CH:22]=1)=[O:17])[C:13]([F:12])([F:25])[F:24])=[O:5]. (5) Given the reactants [Cl:1][C:2]1[N:20]=[C:5]2[C:6]([C:10]3[CH:15]=[CH:14][C:13]([S:16]([CH3:19])(=[O:18])=[O:17])=[CH:12][CH:11]=3)=[CH:7][CH:8]=[CH:9][N:4]2[N:3]=1.[N:21]1([CH2:26][CH2:27][N:28]2[CH:32]=[C:31]([NH2:33])[CH:30]=[N:29]2)[CH2:25][CH2:24][CH2:23][CH2:22]1.C1(P(C2CCCCC2)C2(P(C3CCCCC3)C3CCCCC3)CC=CC=C2C2C=CC=CC=2)CCCCC1.Cl, predict the reaction product. The product is: [CH3:19][S:16]([C:13]1[CH:14]=[CH:15][C:10]([C:6]2[C:5]3[N:4]([N:3]=[C:2]([NH:33][C:31]4[CH:30]=[N:29][N:28]([CH2:27][CH2:26][N:21]5[CH2:25][CH2:24][CH2:23][CH2:22]5)[CH:32]=4)[N:20]=3)[CH:9]=[CH:8][CH:7]=2)=[CH:11][CH:12]=1)(=[O:18])=[O:17].[ClH:1].[CH3:19][S:16]([C:13]1[CH:14]=[CH:15][C:10]([C:6]2[C:5]3[N:4]([N:3]=[C:2]([NH:33][C:31]4[CH:30]=[N:29][N:28]([CH2:27][CH2:26][N:21]5[CH2:25][CH2:24][CH2:23][CH2:22]5)[CH:32]=4)[N:20]=3)[CH:9]=[CH:8][CH:7]=2)=[CH:11][CH:12]=1)(=[O:18])=[O:17]. (6) Given the reactants [N:1]1([C@:4]23[CH2:40][CH2:39][C@@H:38]([C:41]([CH3:43])=[CH2:42])[C@@H:5]2[C@@H:6]2[C@@:19]([CH3:22])([CH2:20][CH2:21]3)[C@@:18]3([CH3:23])[C@@H:9]([C@:10]4([CH3:37])[C@@H:15]([CH2:16][CH2:17]3)[C:14]([CH3:25])([CH3:24])[C:13]([C:26]3[CH2:31][CH2:30][CH:29]([C:32]([O:34][CH2:35][CH3:36])=[O:33])[CH2:28][CH:27]=3)=[CH:12][CH2:11]4)[CH2:8][CH2:7]2)[CH2:3][CH2:2]1.CCN(C(C)C)C(C)C.[NH:53]1[CH2:58][CH2:57][O:56][CH2:55][CH2:54]1, predict the reaction product. The product is: [CH3:22][C@:19]12[C@@:18]3([CH3:23])[C@@H:9]([C@:10]4([CH3:37])[C@@H:15]([CH2:16][CH2:17]3)[C:14]([CH3:24])([CH3:25])[C:13]([C:26]3[CH2:31][CH2:30][CH:29]([C:32]([O:34][CH2:35][CH3:36])=[O:33])[CH2:28][CH:27]=3)=[CH:12][CH2:11]4)[CH2:8][CH2:7][C@@H:6]1[C@H:5]1[C@H:38]([C:41]([CH3:43])=[CH2:42])[CH2:39][CH2:40][C@:4]1([NH:1][CH2:2][CH2:3][N:53]1[CH2:58][CH2:57][O:56][CH2:55][CH2:54]1)[CH2:21][CH2:20]2. (7) Given the reactants [CH:1]1([CH2:4][O:5][C:6]2[CH:11]=[CH:10][C:9]([C:12]([F:15])([F:14])[F:13])=[CH:8][C:7]=2[C:16]2[C:17]3[N:24]([CH2:25][O:26][CH2:27][CH2:28][Si:29]([CH3:32])([CH3:31])[CH3:30])[C:23]([CH3:33])=[C:22]([C:34](O)=[O:35])[C:18]=3[N:19]=[CH:20][N:21]=2)[CH2:3][CH2:2]1.[NH2:37][C@@H:38]1[CH2:43][CH2:42][C@H:41]([NH:44][C:45](=[O:51])[O:46][C:47]([CH3:50])([CH3:49])[CH3:48])[CH2:40][CH2:39]1, predict the reaction product. The product is: [CH:1]1([CH2:4][O:5][C:6]2[CH:11]=[CH:10][C:9]([C:12]([F:13])([F:15])[F:14])=[CH:8][C:7]=2[C:16]2[C:17]3[N:24]([CH2:25][O:26][CH2:27][CH2:28][Si:29]([CH3:32])([CH3:31])[CH3:30])[C:23]([CH3:33])=[C:22]([C:34]([NH:37][C@@H:38]4[CH2:43][CH2:42][C@H:41]([NH:44][C:45](=[O:51])[O:46][C:47]([CH3:49])([CH3:48])[CH3:50])[CH2:40][CH2:39]4)=[O:35])[C:18]=3[N:19]=[CH:20][N:21]=2)[CH2:2][CH2:3]1. (8) Given the reactants [CH2:1]([N:8]1[CH2:13][CH2:12][N:11](C(OC(C)(C)C)=O)[C@H:10]([CH:21]([C:23]2[CH:28]=[CH:27][C:26]([F:29])=[CH:25][CH:24]=2)[OH:22])[CH2:9]1)[C:2]1[CH:7]=[CH:6][CH:5]=[CH:4][CH:3]=1.C(O)(C(F)(F)F)=O, predict the reaction product. The product is: [CH2:1]([N:8]1[CH2:13][CH2:12][NH:11][C@H:10]([CH:21]([C:23]2[CH:24]=[CH:25][C:26]([F:29])=[CH:27][CH:28]=2)[OH:22])[CH2:9]1)[C:2]1[CH:3]=[CH:4][CH:5]=[CH:6][CH:7]=1. (9) Given the reactants [F:1][CH:2]([C:6]1[CH:11]=[C:10]([F:12])[CH:9]=[C:8]([F:13])[CH:7]=1)[C:3]([OH:5])=O.[NH2:14][C@H:15]([C:17]([NH:19][CH:20]1[N:26]=[C:25]([C:27]2[CH:32]=[CH:31][CH:30]=[CH:29][CH:28]=2)[C:24]2[CH:33]=[CH:34][CH:35]=[CH:36][C:23]=2[N:22]([CH3:37])[C:21]1=[O:38])=[O:18])[CH3:16], predict the reaction product. The product is: [F:13][C:8]1[CH:7]=[C:6]([CH:2]([F:1])[C:3]([NH:14][C@H:15]([C:17]([NH:19][CH:20]2[N:26]=[C:25]([C:27]3[CH:32]=[CH:31][CH:30]=[CH:29][CH:28]=3)[C:24]3[CH:33]=[CH:34][CH:35]=[CH:36][C:23]=3[N:22]([CH3:37])[C:21]2=[O:38])=[O:18])[CH3:16])=[O:5])[CH:11]=[C:10]([F:12])[CH:9]=1. (10) Given the reactants [Cl:1][C:2]1[CH:10]=[C:9]2[C:5]([C:6]([CH2:26][CH2:27][CH2:28][O:29][C:30]3[CH:35]=[C:34]([CH3:36])[C:33]([Cl:37])=[C:32]([CH3:38])[CH:31]=3)=[C:7]([C:11]([NH:13][S:14]([C:17]3[O:21][C:20]([C:22]([O:24]C)=[O:23])=[CH:19][CH:18]=3)(=[O:16])=[O:15])=[O:12])[NH:8]2)=[CH:4][CH:3]=1.C1COCC1.[Li+].[OH-].Cl, predict the reaction product. The product is: [Cl:1][C:2]1[CH:10]=[C:9]2[C:5]([C:6]([CH2:26][CH2:27][CH2:28][O:29][C:30]3[CH:31]=[C:32]([CH3:38])[C:33]([Cl:37])=[C:34]([CH3:36])[CH:35]=3)=[C:7]([C:11]([NH:13][S:14]([C:17]3[O:21][C:20]([C:22]([OH:24])=[O:23])=[CH:19][CH:18]=3)(=[O:16])=[O:15])=[O:12])[NH:8]2)=[CH:4][CH:3]=1.